Task: Predict the product of the given reaction.. Dataset: Forward reaction prediction with 1.9M reactions from USPTO patents (1976-2016) (1) Given the reactants [O:1]=[C:2]1[NH:7][C:6](=[O:8])[C:5]([C:9]([O:11][CH2:12][CH3:13])=[O:10])=[CH:4][N:3]1[C:14]1[CH:15]=[C:16]2[C:20](=[CH:21][CH:22]=1)[N:19]([CH3:23])[C:18](=[O:24])[C:17]2([CH3:26])[CH3:25].Br[CH2:28][C:29]1[CH:34]=[CH:33][CH:32]=[C:31]([C:35]([F:38])([F:37])[F:36])[C:30]=1[CH3:39], predict the reaction product. The product is: [CH3:39][C:30]1[C:31]([C:35]([F:36])([F:38])[F:37])=[CH:32][CH:33]=[CH:34][C:29]=1[CH2:28][N:7]1[C:6](=[O:8])[C:5]([C:9]([O:11][CH2:12][CH3:13])=[O:10])=[CH:4][N:3]([C:14]2[CH:15]=[C:16]3[C:20](=[CH:21][CH:22]=2)[N:19]([CH3:23])[C:18](=[O:24])[C:17]3([CH3:25])[CH3:26])[C:2]1=[O:1]. (2) Given the reactants [F:1][C:2]1[CH:3]=[C:4]([N:29]2[CH2:33][CH:32]([CH2:34][NH:35][C:36](=[O:38])[CH3:37])[O:31][C:30]2=[O:39])[CH:5]=[CH:6][C:7]=1[O:8][C:9]1[CH:14]=[CH:13][C:12]([CH2:15][O:16][CH:17]2[CH2:22][O:21][C:20]3=[N:23][C:24]([N+:26]([O-:28])=[O:27])=[CH:25][N:19]3[CH2:18]2)=[CH:11][CH:10]=1.ClCC1C=CC(OC2C=CC(N3CC(CNC(=O)C)OC3=O)=CC=2F)=CC=1, predict the reaction product. The product is: [F:1][C:2]1[CH:3]=[C:4]([N:29]2[CH2:33][C@H:32]([CH2:34][NH:35][C:36](=[O:38])[CH3:37])[O:31][C:30]2=[O:39])[CH:5]=[CH:6][C:7]=1[O:8][C:9]1[CH:10]=[CH:11][C:12]([CH2:15][O:16][C@@H:17]2[CH2:22][O:21][C:20]3=[N:23][C:24]([N+:26]([O-:28])=[O:27])=[CH:25][N:19]3[CH2:18]2)=[CH:13][CH:14]=1.